Predict the reaction yield, written as a fraction of the theoretical maximum amount of product (1.0 means a 100% yield; for example, 0.34 means a 34% yield). From a dataset of Reaction yield outcomes from USPTO patents with 853,638 reactions. (1) The reactants are [CH3:1][N:2]1[CH:6]=[C:5]([C:7]2[N:12]=[C:11]3[N:13]([CH2:16][CH:17]4[CH2:22][CH2:21][CH2:20][N:19]([C:23]5[N:28]=[CH:27][C:26]([C:29]6[CH:33]=[CH:32][N:31]([CH2:34][CH2:35][O:36]C7CCCCO7)[N:30]=6)=[CH:25][N:24]=5)[CH2:18]4)[N:14]=[N:15][C:10]3=[N:9][CH:8]=2)[CH:4]=[N:3]1.O1CCOCC1.[ClH:49]. The catalyst is C(Cl)Cl. The product is [ClH:49].[CH3:1][N:2]1[CH:6]=[C:5]([C:7]2[N:12]=[C:11]3[N:13]([CH2:16][CH:17]4[CH2:22][CH2:21][CH2:20][N:19]([C:23]5[N:24]=[CH:25][C:26]([C:29]6[CH:33]=[CH:32][N:31]([CH2:34][CH2:35][OH:36])[N:30]=6)=[CH:27][N:28]=5)[CH2:18]4)[N:14]=[N:15][C:10]3=[N:9][CH:8]=2)[CH:4]=[N:3]1. The yield is 0.830. (2) The reactants are [C:1]1([C:7]2[CH:12]=[C:11]([CH:13]3[CH2:18][CH2:17][N:16]([O:19][CH3:20])[CH2:15][CH2:14]3)[CH:10]=[CH:9][C:8]=2[NH:21][C:22]([C:24]2[N:25](COCC[Si](C)(C)C)[CH:26]=[C:27]([C:29]#[N:30])[N:28]=2)=[O:23])[CH2:6][CH2:5][CH2:4][CH2:3][CH:2]=1.[C:39]([OH:45])([C:41]([F:44])([F:43])[F:42])=[O:40]. The catalyst is C(Cl)Cl.CCO. The product is [F:42][C:41]([F:44])([F:43])[C:39]([OH:45])=[O:40].[C:1]1([C:7]2[CH:12]=[C:11]([CH:13]3[CH2:18][CH2:17][N:16]([O:19][CH3:20])[CH2:15][CH2:14]3)[CH:10]=[CH:9][C:8]=2[NH:21][C:22]([C:24]2[NH:28][C:27]([C:29]#[N:30])=[CH:26][N:25]=2)=[O:23])[CH2:6][CH2:5][CH2:4][CH2:3][CH:2]=1. The yield is 0.580. (3) The reactants are Cl[C:2]1[CH:3]=[CH:4][C:5]2[O:14][CH2:13][CH2:12][C:11]3[CH:10]=[C:9]([C:15]4[N:16]([C:20]5[CH:25]=[CH:24][C:23]([F:26])=[CH:22][C:21]=5[F:27])[N:17]=[CH:18][N:19]=4)[S:8][C:7]=3[C:6]=2[N:28]=1.[CH3:29][N:30]1[CH2:34][CH2:33][CH:32]([CH2:35][NH2:36])[CH2:31]1.C(N1CCN2CCN(CCCC)P1N(CCCC)CC2)CCC. The catalyst is O1CCOCC1.CC([O-])=O.CC([O-])=O.[Pd+2]. The product is [F:27][C:21]1[CH:22]=[C:23]([F:26])[CH:24]=[CH:25][C:20]=1[N:16]1[C:15]([C:9]2[S:8][C:7]3[C:6]4[N:28]=[C:2]([NH:36][CH2:35][CH:32]5[CH2:33][CH2:34][N:30]([CH3:29])[CH2:31]5)[CH:3]=[CH:4][C:5]=4[O:14][CH2:13][CH2:12][C:11]=3[CH:10]=2)=[N:19][CH:18]=[N:17]1. The yield is 0.340. (4) The reactants are [Cl:1][C:2]1[CH:7]=[CH:6][N:5]=[C:4]2[CH:8]=[C:9]([C:11]3[N:16]=[C:15]([CH:17]=O)[CH:14]=[CH:13][CH:12]=3)[S:10][C:3]=12.[CH3:19][NH:20][CH3:21].[BH3-]C#N.[Na+].CC([O-])=O.[Na+]. The catalyst is C1COCC1. The product is [Cl:1][C:2]1[CH:7]=[CH:6][N:5]=[C:4]2[CH:8]=[C:9]([C:11]3[N:16]=[C:15]([CH2:17][N:20]([CH3:21])[CH3:19])[CH:14]=[CH:13][CH:12]=3)[S:10][C:3]=12. The yield is 0.610.